This data is from Forward reaction prediction with 1.9M reactions from USPTO patents (1976-2016). The task is: Predict the product of the given reaction. Given the reactants [O:1]1[CH2:5][C:4](=[O:6])[NH:3][C:2]1=[O:7].[Li+].[Cl-].C([Li])(C)(C)C.CCCCC.[CH:20]([C:22]1[CH:40]=[CH:39][C:25]([O:26][C:27]2[C:36]3[C:31](=[CH:32][CH:33]=[CH:34][CH:35]=3)[C:30]([C:37]#[N:38])=[CH:29][CH:28]=2)=[C:24]([O:41][CH3:42])[CH:23]=1)=O.Cl.O.C1(C)C=CC(S(O)(=O)=O)=CC=1, predict the reaction product. The product is: [O:7]=[C:2]1[NH:3][C:4](=[O:6])[C:5](=[CH:20][C:22]2[CH:40]=[CH:39][C:25]([O:26][C:27]3[C:36]4[C:31](=[CH:32][CH:33]=[CH:34][CH:35]=4)[C:30]([C:37]#[N:38])=[CH:29][CH:28]=3)=[C:24]([O:41][CH3:42])[CH:23]=2)[O:1]1.